This data is from Full USPTO retrosynthesis dataset with 1.9M reactions from patents (1976-2016). The task is: Predict the reactants needed to synthesize the given product. Given the product [C:23]([C:7]1[CH:8]=[C:9]([C:11]2[O:12][CH:13]=[C:14]([CH2:16][CH2:17][N:18]([CH2:19][C:20]#[N:29])[CH3:22])[N:15]=2)[CH:10]=[C:5]([C:1]([CH3:3])([CH3:2])[CH3:4])[C:6]=1[OH:27])([CH3:26])([CH3:24])[CH3:25], predict the reactants needed to synthesize it. The reactants are: [C:1]([C:5]1[CH:10]=[C:9]([C:11]2[O:12][CH:13]=[C:14]([CH2:16][CH2:17][N:18]([CH3:22])[CH2:19][C:20]#C)[N:15]=2)[CH:8]=[C:7]([C:23]([CH3:26])([CH3:25])[CH3:24])[C:6]=1[OH:27])([CH3:4])([CH3:3])[CH3:2].C[NH:29]CC#N.CNCC#C.